The task is: Regression. Given a peptide amino acid sequence and an MHC pseudo amino acid sequence, predict their binding affinity value. This is MHC class I binding data.. This data is from Peptide-MHC class I binding affinity with 185,985 pairs from IEDB/IMGT. (1) The binding affinity (normalized) is 0.0847. The MHC is HLA-A02:12 with pseudo-sequence HLA-A02:12. The peptide sequence is GRYNLVPPK. (2) The peptide sequence is FMGRIRSVY. The MHC is HLA-A31:01 with pseudo-sequence HLA-A31:01. The binding affinity (normalized) is 0.555. (3) The peptide sequence is QKEEAAICGQMDLS. The MHC is HLA-A68:02 with pseudo-sequence HLA-A68:02. The binding affinity (normalized) is 0.108.